Dataset: Forward reaction prediction with 1.9M reactions from USPTO patents (1976-2016). Task: Predict the product of the given reaction. (1) Given the reactants [Cl:1][C:2]1[CH:23]=[C:22]([C:24]([F:27])([F:26])[F:25])[CH:21]=[CH:20][C:3]=1[CH2:4][N:5]1[C:9](/[CH:10]=[CH:11]/[C:12]([O:14]CC)=[O:13])=[CH:8][C:7]([CH:17]2[CH2:19][CH2:18]2)=[N:6]1.[OH-].[Na+].O1CCCC1, predict the reaction product. The product is: [Cl:1][C:2]1[CH:23]=[C:22]([C:24]([F:27])([F:25])[F:26])[CH:21]=[CH:20][C:3]=1[CH2:4][N:5]1[C:9](/[CH:10]=[CH:11]/[C:12]([OH:14])=[O:13])=[CH:8][C:7]([CH:17]2[CH2:19][CH2:18]2)=[N:6]1. (2) Given the reactants [CH3:1][N:2]([CH3:37])[CH2:3][CH2:4][N:5]1[CH:9]=[C:8]([C:10]2[CH:36]=[CH:35][C:13]3[N:14]([C:17]4[CH:18]=[C:19]([NH:31]C(=O)C)[CH:20]=[C:21]([C:23]5[CH:28]=[CH:27][C:26]([F:29])=[CH:25][C:24]=5[F:30])[CH:22]=4)[CH:15]=[N:16][C:12]=3[CH:11]=2)[N:7]=[N:6]1.[CH:38]1([S:41](Cl)(=[O:43])=[O:42])[CH2:40][CH2:39]1, predict the reaction product. The product is: [CH3:37][N:2]([CH3:1])[CH2:3][CH2:4][N:5]1[CH:9]=[C:8]([C:10]2[CH:36]=[CH:35][C:13]3[N:14]([C:17]4[CH:18]=[C:19]([NH:31][S:41]([CH:38]5[CH2:40][CH2:39]5)(=[O:43])=[O:42])[CH:20]=[C:21]([C:23]5[CH:28]=[CH:27][C:26]([F:29])=[CH:25][C:24]=5[F:30])[CH:22]=4)[CH:15]=[N:16][C:12]=3[CH:11]=2)[N:7]=[N:6]1. (3) Given the reactants [Br:1][C:2]1[CH:7]=[C:6]([C:8]([F:11])([F:10])[F:9])[C:5]([NH:12][C:13]([C:15]2[O:16][C:17]([CH3:24])=[C:18]([C:20]([CH3:23])([CH3:22])[CH3:21])[N:19]=2)=O)=[C:4]([N+:25]([O-])=O)[CH:3]=1, predict the reaction product. The product is: [Br:1][C:2]1[CH:7]=[C:6]([C:8]([F:11])([F:10])[F:9])[C:5]2[NH:12][C:13]([C:15]3[O:16][C:17]([CH3:24])=[C:18]([C:20]([CH3:23])([CH3:22])[CH3:21])[N:19]=3)=[N:25][C:4]=2[CH:3]=1. (4) Given the reactants [CH:1]1([C:4]#[C:5][C:6]2[O:10][N:9]=[C:8]([CH2:11][CH2:12][C@@:13]([CH3:21])([S:17]([CH3:20])(=[O:19])=[O:18])[C:14]([OH:16])=O)[CH:7]=2)[CH2:3][CH2:2]1.C(Cl)CCl.[O:26]1[CH2:31][CH2:30][CH2:29][CH2:28][CH:27]1[O:32][NH2:33], predict the reaction product. The product is: [CH:1]1([C:4]#[C:5][C:6]2[O:10][N:9]=[C:8]([CH2:11][CH2:12][C@@:13]([CH3:21])([S:17]([CH3:20])(=[O:19])=[O:18])[C:14]([NH:33][O:32][CH:27]3[CH2:28][CH2:29][CH2:30][CH2:31][O:26]3)=[O:16])[CH:7]=2)[CH2:2][CH2:3]1. (5) The product is: [CH2:11]([NH:8][CH2:7][C:6]1[CH:9]=[CH:10][C:3]([C:2]#[N:1])=[CH:4][CH:5]=1)[CH2:12][CH2:13][CH3:14]. Given the reactants [NH2:1][CH2:2][C:3]1[CH:10]=[CH:9][C:6]([C:7]#[N:8])=[CH:5][CH:4]=1.[CH:11](=O)[CH2:12][CH2:13][CH3:14].[BH4-].[Na+].C(OCC)(=O)C, predict the reaction product. (6) Given the reactants [C:1](OC(=O)C)(=[O:3])[CH3:2].N1C=CC=CC=1.[NH2:14][CH2:15][C@@H:16]1[O:20][C:19](=[O:21])[N:18]([C:22]2[CH:27]=[CH:26][C:25]([S:28]([CH3:30])=[O:29])=[C:24]([F:31])[CH:23]=2)[CH2:17]1, predict the reaction product. The product is: [C:1]([NH:14][CH2:15][C@@H:16]1[O:20][C:19](=[O:21])[N:18]([C:22]2[CH:27]=[CH:26][C:25]([S:28]([CH3:30])=[O:29])=[C:24]([F:31])[CH:23]=2)[CH2:17]1)(=[O:3])[CH3:2]. (7) Given the reactants Cl.[CH2:2]1[C@@H:6]2[CH2:7][NH:8][CH2:9][C@@H:5]2[CH2:4][N:3]1[C:10]([O:12][CH2:13][C:14]1[CH:19]=[C:18]([Cl:20])[CH:17]=[C:16]([Cl:21])[CH:15]=1)=[O:11].CN1CCOCC1.[CH3:29][NH:30][S:31]([C:34]1[CH:42]=[CH:41][C:37]([C:38](O)=[O:39])=[CH:36][CH:35]=1)(=[O:33])=[O:32].F[P-](F)(F)(F)(F)F.N1(OC(N(C)C)=[N+](C)C)C2N=CC=CC=2N=N1, predict the reaction product. The product is: [CH3:29][NH:30][S:31]([C:34]1[CH:42]=[CH:41][C:37]([C:38]([N:8]2[CH2:7][C@@H:6]3[CH2:2][N:3]([C:10]([O:12][CH2:13][C:14]4[CH:19]=[C:18]([Cl:20])[CH:17]=[C:16]([Cl:21])[CH:15]=4)=[O:11])[CH2:4][C@@H:5]3[CH2:9]2)=[O:39])=[CH:36][CH:35]=1)(=[O:32])=[O:33].